Dataset: Catalyst prediction with 721,799 reactions and 888 catalyst types from USPTO. Task: Predict which catalyst facilitates the given reaction. (1) The catalyst class is: 99. Product: [NH:19]1[C:20]2[C:25](=[CH:24][CH:23]=[CH:22][CH:21]=2)[CH2:26][CH2:27][CH:18]1[C:13]1[N:14]([CH3:17])[C:15](=[O:16])[C:10]([O:9][C:1](=[O:8])[C:2]2[CH:3]=[CH:4][CH:5]=[CH:6][CH:7]=2)=[C:11]([C:38]([O:40][CH3:41])=[O:39])[N:12]=1. Reactant: [C:1]([O:9][C:10]1[C:15](=[O:16])[N:14]([CH3:17])[C:13]([CH:18]2[CH2:27][CH2:26][C:25]3[C:20](=[CH:21][CH:22]=[CH:23][CH:24]=3)[N:19]2C(OCC2C=CC=CC=2)=O)=[N:12][C:11]=1[C:38]([O:40][CH3:41])=[O:39])(=[O:8])[C:2]1[CH:7]=[CH:6][CH:5]=[CH:4][CH:3]=1.N1C2C(=CC=CC=2)CCC1C(O)=O. (2) Reactant: FC(F)(F)C(O)=O.C(OC([N:15]1[C@H:24]([C:25]([NH:27][C:28]2[CH:29]=[C:30]([C:34]3[N:35]=[C:36]([S:39][CH2:40][C:41]([NH:43][CH:44]4[CH2:49][CH2:48][N:47]([CH2:50][C:51]5[CH:56]=[CH:55][C:54]([Cl:57])=[C:53]([Cl:58])[CH:52]=5)[CH2:46][CH2:45]4)=[O:42])[S:37][CH:38]=3)[CH:31]=[CH:32][CH:33]=2)=[O:26])[CH2:23][C:22]2[C:17](=[CH:18][CH:19]=[CH:20][CH:21]=2)[CH2:16]1)=O)(C)(C)C. Product: [Cl:58][C:53]1[CH:52]=[C:51]([CH:56]=[CH:55][C:54]=1[Cl:57])[CH2:50][N:47]1[CH2:48][CH2:49][CH:44]([NH:43][C:41](=[O:42])[CH2:40][S:39][C:36]2[S:37][CH:38]=[C:34]([C:30]3[CH:31]=[CH:32][CH:33]=[C:28]([NH:27][C:25]([C@@H:24]4[CH2:23][C:22]5[C:17](=[CH:18][CH:19]=[CH:20][CH:21]=5)[CH2:16][NH:15]4)=[O:26])[CH:29]=3)[N:35]=2)[CH2:45][CH2:46]1. The catalyst class is: 22. (3) Product: [C:1]([O:5][C:6](=[O:13])[NH:7][C:8]([CH3:12])([CH3:11])[CH2:9][NH:14][CH:15]([C:18]1[N:23]([CH2:24][C:25]2[CH:26]=[CH:27][CH:28]=[CH:29][CH:30]=2)[C:22](=[O:31])[C:21]2=[CH:32][CH:33]=[CH:34][N:20]2[N:19]=1)[CH2:16][CH3:17])([CH3:4])([CH3:3])[CH3:2]. Reactant: [C:1]([O:5][C:6](=[O:13])[NH:7][C:8]([CH3:12])([CH3:11])[CH:9]=O)([CH3:4])([CH3:3])[CH3:2].[NH2:14][CH:15]([C:18]1[N:23]([CH2:24][C:25]2[CH:30]=[CH:29][CH:28]=[CH:27][CH:26]=2)[C:22](=[O:31])[C:21]2=[CH:32][CH:33]=[CH:34][N:20]2[N:19]=1)[CH2:16][CH3:17].[BH3-]C#N.[Na+]. The catalyst class is: 5. (4) Reactant: [NH2:1][CH2:2][CH2:3][C@@:4]1([C:27]2[CH:32]=[CH:31][C:30]([F:33])=[CH:29][CH:28]=2)[O:9][C:8](=[O:10])[N:7]([C@H:11]([C:13]2[CH:18]=[CH:17][C:16]([C:19]3[CH:24]=[CH:23][C:22]([F:25])=[CH:21][C:20]=3[F:26])=[CH:15][CH:14]=2)[CH3:12])[CH2:6][CH2:5]1.CCN(CC)CC.[C:41](O[C:41]([O:43][C:44]([CH3:47])([CH3:46])[CH3:45])=[O:42])([O:43][C:44]([CH3:47])([CH3:46])[CH3:45])=[O:42]. Product: [F:26][C:20]1[CH:21]=[C:22]([F:25])[CH:23]=[CH:24][C:19]=1[C:16]1[CH:15]=[CH:14][C:13]([C@@H:11]([N:7]2[CH2:6][CH2:5][C@:4]([CH2:3][CH2:2][NH:1][C:41](=[O:42])[O:43][C:44]([CH3:47])([CH3:46])[CH3:45])([C:27]3[CH:28]=[CH:29][C:30]([F:33])=[CH:31][CH:32]=3)[O:9][C:8]2=[O:10])[CH3:12])=[CH:18][CH:17]=1. The catalyst class is: 4. (5) Reactant: Cl[C:2]1[C:3]2[C:4](=[CH:19][N:20](CC3C=CC(OC)=CC=3)[N:21]=2)[N:5]=[C:6]([C:8]2[CH:13]=[CH:12][CH:11]=[C:10]([O:14][C:15]([F:18])([F:17])[F:16])[CH:9]=2)[N:7]=1.[O:31]1[CH2:36][CH2:35][N:34]([C:37]2[CH:43]=[CH:42][C:40]([NH2:41])=[CH:39][CH:38]=2)[CH2:33][CH2:32]1.Cl. Product: [O:31]1[CH2:32][CH2:33][N:34]([C:37]2[CH:38]=[CH:39][C:40]([NH:41][C:2]3[C:3]4[NH:21][N:20]=[CH:19][C:4]=4[N:5]=[C:6]([C:8]4[CH:13]=[CH:12][CH:11]=[C:10]([O:14][C:15]([F:18])([F:16])[F:17])[CH:9]=4)[N:7]=3)=[CH:42][CH:43]=2)[CH2:35][CH2:36]1. The catalyst class is: 71. (6) Reactant: [F:1][C:2]1[CH:3]=[C:4]2[C:9](=[CH:10][CH:11]=1)[CH:8]=[C:7]([CH2:12][C:13]([OH:15])=[O:14])[CH:6]=[C:5]2[SH:16].F[C:18]1[CH:23]=[CH:22][C:21]([S:24]([CH3:27])(=[O:26])=[O:25])=[CH:20][CH:19]=1.C(=O)([O-])[O-].[K+].[K+]. Product: [F:1][C:2]1[CH:3]=[C:4]2[C:9](=[CH:10][CH:11]=1)[CH:8]=[C:7]([CH2:12][C:13]([OH:15])=[O:14])[CH:6]=[C:5]2[S:16][C:18]1[CH:23]=[CH:22][C:21]([S:24]([CH3:27])(=[O:26])=[O:25])=[CH:20][CH:19]=1. The catalyst class is: 35. (7) Reactant: [CH3:1][O:2][C:3]1[CH:4]=[C:5]([C:11]2[CH:12]=[C:13]3[C:18](=[CH:19][CH:20]=2)[N:17]=[CH:16][N:15]=[C:14]3[C:21]2[CH:22]=[N:23][C:24]([N:27]3[CH2:32][CH2:31][NH:30][CH2:29][CH2:28]3)=[CH:25][CH:26]=2)[CH:6]=[CH:7][C:8]=1[O:9][CH3:10].[CH3:33][S:34](Cl)(=[O:36])=[O:35]. Product: [CH3:1][O:2][C:3]1[CH:4]=[C:5]([C:11]2[CH:12]=[C:13]3[C:18](=[CH:19][CH:20]=2)[N:17]=[CH:16][N:15]=[C:14]3[C:21]2[CH:22]=[N:23][C:24]([N:27]3[CH2:28][CH2:29][N:30]([S:34]([CH3:33])(=[O:36])=[O:35])[CH2:31][CH2:32]3)=[CH:25][CH:26]=2)[CH:6]=[CH:7][C:8]=1[O:9][CH3:10]. The catalyst class is: 228. (8) Reactant: [CH:1]1([NH:7][C:8]2[C:13]([CH:14]([OH:16])[CH3:15])=[CH:12][N:11]=[C:10]3[N:17]([CH2:20][O:21][CH2:22][CH2:23][Si:24]([CH3:27])([CH3:26])[CH3:25])[CH:18]=[CH:19][C:9]=23)[CH2:6][CH2:5][CH2:4][CH2:3][CH2:2]1.[CH2:28]=O.O. Product: [CH:1]1([N:7]2[C:8]3[C:9]4[CH:19]=[CH:18][N:17]([CH2:20][O:21][CH2:22][CH2:23][Si:24]([CH3:26])([CH3:25])[CH3:27])[C:10]=4[N:11]=[CH:12][C:13]=3[CH:14]([CH3:15])[O:16][CH2:28]2)[CH2:2][CH2:3][CH2:4][CH2:5][CH2:6]1. The catalyst class is: 8.